From a dataset of Forward reaction prediction with 1.9M reactions from USPTO patents (1976-2016). Predict the product of the given reaction. (1) The product is: [C:24]([O:28][C:29](=[O:30])[NH:31][CH:32]([CH:36]1[CH2:38][CH2:37]1)[C:33]([NH2:3])=[O:34])([CH3:27])([CH3:26])[CH3:25]. Given the reactants CC[N:3]=C=NCCCN(C)C.Cl.C(N(C(C)C)CC)(C)C.[Cl-].[NH4+].[C:24]([O:28][C:29]([NH:31][CH:32]([CH:36]1[CH2:38][CH2:37]1)[C:33](O)=[O:34])=[O:30])([CH3:27])([CH3:26])[CH3:25].C(=O)([O-])O.[Na+], predict the reaction product. (2) Given the reactants C(=S)([O-])N.C([O-])(=O)C1C=CC=CC=1.Br.[NH2:15][C:16]1[S:17][C:18]2[C:24]([C:25]([O:27][CH2:28][CH3:29])=[O:26])=[CH:23][CH:22]=[CH:21][C:19]=2[N:20]=1.Br.NC1SC2C=CC(C(OCC)=O)=CC=2N=1, predict the reaction product. The product is: [NH2:15][C:16]1[S:17][C:18]2[C:24]([C:25]([O:27][CH2:28][CH3:29])=[O:26])=[CH:23][CH:22]=[CH:21][C:19]=2[N:20]=1. (3) Given the reactants [CH3:16][C:11]1([CH3:17])[C:12]([CH3:15])([CH3:14])[O:13][B:9]([B:9]2[O:13][C:12]([CH3:15])([CH3:14])[C:11]([CH3:17])([CH3:16])[O:10]2)[O:10]1.Br[C:20]1[CH:21]=[C:22]([Cl:27])[C:23]([CH3:26])=[N:24][CH:25]=1.C([O-])(=O)C.[K+], predict the reaction product. The product is: [Cl:27][C:22]1[C:23]([CH3:26])=[N:24][CH:25]=[C:20]([B:9]2[O:10][C:11]([CH3:16])([CH3:17])[C:12]([CH3:14])([CH3:15])[O:13]2)[CH:21]=1. (4) Given the reactants C(N(CC)CC)C.[CH2:8]([C:10]1[CH:11]=[CH:12][C:13]([CH:16](O)[CH2:17][O:18][C:19]2[CH:26]=[CH:25][C:22]([CH:23]=[O:24])=[CH:21][CH:20]=2)=[N:14][CH:15]=1)[CH3:9].[S:28](Cl)([CH3:31])(=[O:30])=[O:29], predict the reaction product. The product is: [CH2:8]([C:10]1[CH:11]=[CH:12][C:13]([CH:16]([S:28]([CH3:31])(=[O:30])=[O:29])[CH2:17][O:18][C:19]2[CH:26]=[CH:25][C:22]([CH:23]=[O:24])=[CH:21][CH:20]=2)=[N:14][CH:15]=1)[CH3:9].